From a dataset of Full USPTO retrosynthesis dataset with 1.9M reactions from patents (1976-2016). Predict the reactants needed to synthesize the given product. (1) Given the product [NH2:17][C:6]1[C:7]2[O:11][C:10]([C:12]([N:14]([CH3:16])[CH3:15])=[O:13])=[N:9][C:8]=2[C:3]([C:1]#[N:2])=[C:4]([CH3:33])[C:5]=1[C:27]1[CH:32]=[CH:31][CH:30]=[CH:29][CH:28]=1, predict the reactants needed to synthesize it. The reactants are: [C:1]([C:3]1[C:8]2[N:9]=[C:10]([C:12]([N:14]([CH3:16])[CH3:15])=[O:13])[O:11][C:7]=2[C:6]([NH:17]CC2C=CC(OC)=CC=2)=[C:5]([C:27]2[CH:32]=[CH:31][CH:30]=[CH:29][CH:28]=2)[C:4]=1[CH3:33])#[N:2]. (2) Given the product [Br:26][C:24]1[CH:25]=[C:20]([NH:1][C:2]2[CH:3]=[C:4]3[C:9](=[CH:10][CH:11]=2)[CH2:8][N:7]([C:12]([O:14][C:15]([CH3:18])([CH3:17])[CH3:16])=[O:13])[CH2:6][CH2:5]3)[C:21](=[O:28])[N:22]([CH3:27])[CH:23]=1, predict the reactants needed to synthesize it. The reactants are: [NH2:1][C:2]1[CH:3]=[C:4]2[C:9](=[CH:10][CH:11]=1)[CH2:8][N:7]([C:12]([O:14][C:15]([CH3:18])([CH3:17])[CH3:16])=[O:13])[CH2:6][CH2:5]2.Br[C:20]1[C:21](=[O:28])[N:22]([CH3:27])[CH:23]=[C:24]([Br:26])[CH:25]=1.C(=O)([O-])[O-].[Cs+].[Cs+].CC1(C)C2C(=C(P(C3C=CC=CC=3)C3C=CC=CC=3)C=CC=2)OC2C(P(C3C=CC=CC=3)C3C=CC=CC=3)=CC=CC1=2.